This data is from Full USPTO retrosynthesis dataset with 1.9M reactions from patents (1976-2016). The task is: Predict the reactants needed to synthesize the given product. (1) Given the product [CH2:1]([O:3][C:4]([C:6]1[CH:14]=[C:13]2[C:9]([C:10]([CH:18]=[O:19])=[C:11]([CH:15]([CH3:16])[CH3:17])[N:12]2[CH2:26][C:27]2[CH:32]=[CH:31][CH:30]=[CH:29][CH:28]=2)=[CH:8][CH:7]=1)=[O:5])[CH3:2], predict the reactants needed to synthesize it. The reactants are: [CH2:1]([O:3][C:4]([C:6]1[CH:14]=[C:13]2[C:9]([C:10]([CH:18]=[O:19])=[C:11]([CH:15]([CH3:17])[CH3:16])[NH:12]2)=[CH:8][CH:7]=1)=[O:5])[CH3:2].C([O-])([O-])=O.[K+].[K+].[CH2:26](Br)[C:27]1[CH:32]=[CH:31][CH:30]=[CH:29][CH:28]=1. (2) Given the product [CH3:1][O:2][C:3]1[CH:4]=[C:5]([CH2:6][OH:7])[CH:8]=[CH:9][C:10]=1[O:11][CH2:12][C:13]1[N:14]=[C:15]([C:19]2[CH:24]=[CH:23][CH:22]=[C:21]([N+:25]([O-:27])=[O:26])[CH:20]=2)[O:16][C:17]=1[CH3:18], predict the reactants needed to synthesize it. The reactants are: [CH3:1][O:2][C:3]1[CH:4]=[C:5]([CH:8]=[CH:9][C:10]=1[O:11][CH2:12][C:13]1[N:14]=[C:15]([C:19]2[CH:24]=[CH:23][CH:22]=[C:21]([N+:25]([O-:27])=[O:26])[CH:20]=2)[O:16][C:17]=1[CH3:18])[CH:6]=[O:7].C(O)C.[BH4-].[Na+].O.